This data is from Reaction yield outcomes from USPTO patents with 853,638 reactions. The task is: Predict the reaction yield, written as a fraction of the theoretical maximum amount of product (1.0 means a 100% yield; for example, 0.34 means a 34% yield). (1) The reactants are [NH2:1][C:2]1[C:9]([N+:10]([O-:12])=[O:11])=[CH:8][C:5]([C:6]#[N:7])=[C:4](F)[CH:3]=1.[N:14]1([C:20]([O:22][C:23]([CH3:26])([CH3:25])[CH3:24])=[O:21])[CH2:19][CH2:18][NH:17][CH2:16][CH2:15]1.C(N(CC)CC)C. The catalyst is CN(C=O)C. The product is [NH2:1][C:2]1[C:9]([N+:10]([O-:12])=[O:11])=[CH:8][C:5]([C:6]#[N:7])=[C:4]([N:17]2[CH2:16][CH2:15][N:14]([C:20]([O:22][C:23]([CH3:26])([CH3:25])[CH3:24])=[O:21])[CH2:19][CH2:18]2)[CH:3]=1. The yield is 0.449. (2) The reactants are Cl.Cl.[CH3:3][C@@H:4]1[CH2:9][CH2:8][CH2:7][C@H:6]([CH3:10])[N:5]1[C:11]([CH:13]1[CH2:18][CH2:17][CH2:16][N:15]([CH:19]2[CH2:24][CH2:23][NH:22][CH2:21][CH2:20]2)[CH2:14]1)=[O:12].[NH2:25][C:26]1[S:27][C:28]2[CH:37]=[CH:36][CH:35]=[CH:34][C:29]=2[C:30]=1[C:31](O)=[O:32]. No catalyst specified. The product is [CH3:10][C@@H:6]1[CH2:7][CH2:8][CH2:9][C@H:4]([CH3:3])[N:5]1[C:11]([CH:13]1[CH2:18][CH2:17][CH2:16][N:15]([CH:19]2[CH2:20][CH2:21][N:22]([C:31]([C:30]3[C:29]4[CH:34]=[CH:35][CH:36]=[CH:37][C:28]=4[S:27][C:26]=3[NH2:25])=[O:32])[CH2:23][CH2:24]2)[CH2:14]1)=[O:12]. The yield is 0.770. (3) The reactants are [N+:1]([C:4]1[CH:23]=[CH:22][C:7]([CH2:8][O:9][C:10](=[O:21])[CH2:11][N:12](C(OC(C)(C)C)=O)[CH3:13])=[CH:6][CH:5]=1)([O-:3])=[O:2].[ClH:24].C(OCC)C. The catalyst is O1CCOCC1. The product is [ClH:24].[N+:1]([C:4]1[CH:5]=[CH:6][C:7]([CH2:8][O:9][C:10](=[O:21])[CH2:11][NH:12][CH3:13])=[CH:22][CH:23]=1)([O-:3])=[O:2]. The yield is 0.880. (4) The reactants are [CH3:1][O:2][C:3]([C:5]1[S:14][C:8]2=[N:9][CH:10]=[C:11](Br)[CH:12]=[C:7]2[C:6]=1[O:15][CH2:16][C:17]([O:19][C:20]([CH3:23])([CH3:22])[CH3:21])=[O:18])=[O:4].C(P(C(C)(C)C)[C:29]1[CH:34]=[CH:33][CH:32]=[CH:31][C:30]=1[C:35]1C=CC=CC=1)(C)(C)C.[F-].[K+].C1COCC1. The catalyst is CC([O-])=O.CC([O-])=O.[Pd+2]. The product is [CH3:1][O:2][C:3]([C:5]1[S:14][C:8]2=[N:9][CH:10]=[C:11]([CH2:35][C:30]3[CH:31]=[CH:32][CH:33]=[CH:34][CH:29]=3)[CH:12]=[C:7]2[C:6]=1[O:15][CH2:16][C:17]([O:19][C:20]([CH3:23])([CH3:22])[CH3:21])=[O:18])=[O:4]. The yield is 0.880. (5) The catalyst is C1COCC1.CCCCC. The product is [CH3:9][C:8]1([CH3:10])[CH:7]2[CH2:6][CH:5]1[CH2:4][CH2:3][CH:2]2[CH2:1][CH2:27][C:28]([C:30]1[CH:35]=[CH:34][CH:33]=[CH:32][CH:31]=1)=[O:29]. The reactants are [CH3:1][C:2]1[C@H:7]2[C:8]([CH3:10])([CH3:9])[C@H:5]([CH2:6]2)[CH2:4][CH:3]=1.C12BC(CCC1)CCC2.C([O-])(C)(C)C.[K+].Br[CH2:27][C:28]([C:30]1[CH:35]=[CH:34][CH:33]=[CH:32][CH:31]=1)=[O:29]. The yield is 0.100. (6) The reactants are [Sn](Cl)(Cl)(Cl)Cl.[S:6]1[CH:10]=[CH:9][C:8]2[CH:11]=[C:12]([C:15]3(O)[C:24]4[C:19](=[CH:20][CH:21]=[CH:22][CH:23]=4)[CH2:18][N:17]([CH3:25])[CH2:16]3)[CH:13]=[CH:14][C:7]1=2.C[Si]([C:31]#[N:32])(C)C.C(=O)([O-])[O-].[K+].[K+].O.[F-].[K+]. The catalyst is ClCCl.O. The product is [S:6]1[CH:10]=[CH:9][C:8]2[CH:11]=[C:12]([C:15]3([C:31]#[N:32])[C:24]4[C:19](=[CH:20][CH:21]=[CH:22][CH:23]=4)[CH2:18][N:17]([CH3:25])[CH2:16]3)[CH:13]=[CH:14][C:7]1=2. The yield is 0.0600.